Dataset: Reaction yield outcomes from USPTO patents with 853,638 reactions. Task: Predict the reaction yield, written as a fraction of the theoretical maximum amount of product (1.0 means a 100% yield; for example, 0.34 means a 34% yield). The reactants are [C:14]1(P([C:14]2[CH:19]=[CH:18][CH:17]=[CH:16][CH:15]=2)[C:14]2[CH:19]=[CH:18][CH:17]=[CH:16][CH:15]=2)[CH:19]=[CH:18][CH:17]=[CH:16][CH:15]=1.[CH3:20][C:21]1[O:25][C:24]([CH2:26][CH2:27][OH:28])=[CH:23][CH:22]=1.[C:29]([NH:32]C1C=CC(O)=CC=1)(=[O:31])[CH3:30].CCOC(/N=N/C(OCC)=O)=O. The catalyst is C(Cl)Cl.C1COCC1. The product is [CH3:20][C:21]1[O:25][C:24]([CH2:26][CH2:27][O:28][C:14]2[CH:15]=[CH:16][C:17]([CH2:30][C:29]([NH2:32])=[O:31])=[CH:18][CH:19]=2)=[CH:23][CH:22]=1. The yield is 0.520.